From a dataset of Full USPTO retrosynthesis dataset with 1.9M reactions from patents (1976-2016). Predict the reactants needed to synthesize the given product. (1) Given the product [Cl:16][C:17]1[CH:22]=[C:21]([CH2:9][C:8]2[C:11]([F:15])=[CH:12][CH:13]=[CH:14][C:7]=2[Cl:6])[N:20]=[CH:19][N:18]=1, predict the reactants needed to synthesize it. The reactants are: [Cl-].C[SiH](C)C.[Cl:6][C:7]1[CH:14]=[CH:13][CH:12]=[C:11]([F:15])[C:8]=1[CH2:9]Br.[Cl:16][C:17]1[CH:22]=[C:21](Cl)[N:20]=[CH:19][N:18]=1.O. (2) Given the product [C:1]([C:4]1[CH:28]=[CH:27][C:7]([O:8][CH2:9][C:10]2[CH:11]=[C:12]([NH:16][C:17](=[O:26])[C:18]3[CH:23]=[CH:22][CH:21]=[C:20]([C:24]4[N:33]=[N:34][NH:35][N:25]=4)[CH:19]=3)[CH:13]=[CH:14][CH:15]=2)=[C:6]([CH2:29][CH2:30][CH3:31])[C:5]=1[OH:32])(=[O:3])[CH3:2], predict the reactants needed to synthesize it. The reactants are: [C:1]([C:4]1[CH:28]=[CH:27][C:7]([O:8][CH2:9][C:10]2[CH:11]=[C:12]([NH:16][C:17](=[O:26])[C:18]3[CH:23]=[CH:22][CH:21]=[C:20]([C:24]#[N:25])[CH:19]=3)[CH:13]=[CH:14][CH:15]=2)=[C:6]([CH2:29][CH2:30][CH3:31])[C:5]=1[OH:32])(=[O:3])[CH3:2].[N-:33]=[N+:34]=[N-:35].[Na+].[Cl-].[NH4+]. (3) Given the product [CH:12]([C:10]1[N:9]=[C:7]2[N:6]([CH:11]=1)[C:5]1[CH:14]=[CH:15][C:2]([Cl:1])=[CH:3][C:4]=1[S:8]2)=[O:13], predict the reactants needed to synthesize it. The reactants are: [Cl:1][C:2]1[CH:15]=[CH:14][C:5]2[N:6]3[CH:11]=[C:10]([CH2:12][OH:13])[N:9]=[C:7]3[S:8][C:4]=2[CH:3]=1. (4) Given the product [NH2:15][C:12]1[CH:13]=[CH:14][C:9]([C:7]([CH3:8])([CH3:28])[C:6]([N:5]([CH2:30][CH:31]([CH3:33])[CH3:32])[CH2:1][CH:2]([CH3:4])[CH3:3])=[O:29])=[CH:10][C:11]=1[NH:18][CH2:19][CH2:20][CH2:21][N:22]1[CH2:27][CH2:26][CH2:25][CH2:24][CH2:23]1, predict the reactants needed to synthesize it. The reactants are: [CH2:1]([N:5]([CH2:30][CH:31]([CH3:33])[CH3:32])[C:6](=[O:29])[C:7]([CH3:28])([C:9]1[CH:14]=[CH:13][C:12]([N+:15]([O-])=O)=[C:11]([NH:18][CH2:19][CH2:20][CH2:21][N:22]2[CH2:27][CH2:26][CH2:25][CH2:24][CH2:23]2)[CH:10]=1)[CH3:8])[CH:2]([CH3:4])[CH3:3]. (5) The reactants are: ClCC([NH:5][C:6]([CH3:17])([CH3:16])[CH2:7][C:8]1[CH:13]=[CH:12][C:11]([CH3:14])=[C:10]([F:15])[CH:9]=1)=O.NC(N)=S. Given the product [F:15][C:10]1[CH:9]=[C:8]([CH2:7][C:6]([NH2:5])([CH3:16])[CH3:17])[CH:13]=[CH:12][C:11]=1[CH3:14], predict the reactants needed to synthesize it. (6) Given the product [Cl:1][C:2]1[CH:7]=[CH:6][C:5]([C:8]2[N:25]=[C:23]([NH:22][CH2:20][CH3:21])[S:24][C:9]=2[C:10]2[CH:15]=[CH:14][N:13]=[C:12]([Cl:16])[N:11]=2)=[CH:4][C:3]=1[O:18][CH3:19], predict the reactants needed to synthesize it. The reactants are: [Cl:1][C:2]1[CH:7]=[CH:6][C:5]([C:8](=O)[CH2:9][C:10]2[CH:15]=[CH:14][N:13]=[C:12]([Cl:16])[N:11]=2)=[CH:4][C:3]=1[O:18][CH3:19].[CH2:20]([NH:22][C:23]([NH2:25])=[S:24])[CH3:21].